From a dataset of Catalyst prediction with 721,799 reactions and 888 catalyst types from USPTO. Predict which catalyst facilitates the given reaction. Reactant: [CH:1]1N=CN(C(N2C=NC=C2)=O)[CH:2]=1.[Cl:13][C:14]1[CH:44]=[CH:43][C:17]([CH2:18][N:19]([C:25]([C:27]2([CH3:42])[CH2:30][CH2:29][N:28]2[C:31](=[O:41])[CH2:32][C:33]2[CH:38]=[C:37]([CH3:39])[CH:36]=[C:35]([CH3:40])[CH:34]=2)=[O:26])[CH2:20][CH2:21]C(O)=O)=[CH:16][CH:15]=1.[Mg+2].[Cl-].[Cl-].[C:48]([OH:54])(=O)[CH2:49][C:50]([OH:52])=[O:51].C([K])C. Product: [CH2:1]([O:52][C:50](=[O:51])[CH2:49][C:48](=[O:54])[CH2:21][CH2:20][N:19]([CH2:18][C:17]1[CH:16]=[CH:15][C:14]([Cl:13])=[CH:44][CH:43]=1)[C:25]([C:27]1([CH3:42])[CH2:30][CH2:29][N:28]1[C:31](=[O:41])[CH2:32][C:33]1[CH:38]=[C:37]([CH3:39])[CH:36]=[C:35]([CH3:40])[CH:34]=1)=[O:26])[CH3:2]. The catalyst class is: 1.